Dataset: NCI-60 drug combinations with 297,098 pairs across 59 cell lines. Task: Regression. Given two drug SMILES strings and cell line genomic features, predict the synergy score measuring deviation from expected non-interaction effect. Drug 1: C1=CC(=CC=C1C#N)C(C2=CC=C(C=C2)C#N)N3C=NC=N3. Drug 2: CC1=C(C=C(C=C1)C(=O)NC2=CC(=CC(=C2)C(F)(F)F)N3C=C(N=C3)C)NC4=NC=CC(=N4)C5=CN=CC=C5. Cell line: HCT-15. Synergy scores: CSS=-3.42, Synergy_ZIP=2.39, Synergy_Bliss=-0.909, Synergy_Loewe=-3.60, Synergy_HSA=-3.87.